This data is from hERG Central: cardiac toxicity at 1µM, 10µM, and general inhibition. The task is: Predict hERG channel inhibition at various concentrations. (1) Results: hERG_inhib (hERG inhibition (general)): blocker. The drug is CCn1c(=N)n(CC(O)COc2ccc(C)cc2)c2ccccc21.Cl. (2) The compound is CC(C)OCC(O)CN1CCN(C(c2ccccc2)c2ccccc2)CC1.Cl. Results: hERG_inhib (hERG inhibition (general)): blocker. (3) The compound is CCN1CCN(C(=O)/C=C/c2ccc([N+](=O)[O-])cc2)CC1. Results: hERG_inhib (hERG inhibition (general)): blocker. (4) The drug is CS(=O)(=O)N1CCN(c2nc(-c3ccc(F)cc3)cs2)CC1. Results: hERG_inhib (hERG inhibition (general)): blocker.